Dataset: Reaction yield outcomes from USPTO patents with 853,638 reactions. Task: Predict the reaction yield, written as a fraction of the theoretical maximum amount of product (1.0 means a 100% yield; for example, 0.34 means a 34% yield). (1) The reactants are [S:1]([O:8]S(C(F)(F)F)(=O)=O)([C:4]([F:7])([F:6])[F:5])(=[O:3])=[O:2].O[C:17]1[CH:26]=[C:25]([CH3:27])[CH:24]=[CH:23][C:18]=1[C:19]([O:21][CH3:22])=[O:20]. The catalyst is N1C=CC=CC=1. The product is [F:5][C:4]([F:7])([F:6])[S:1]([O:8][C:17]1[CH:26]=[C:25]([CH3:27])[CH:24]=[CH:23][C:18]=1[C:19]([O:21][CH3:22])=[O:20])(=[O:3])=[O:2]. The yield is 0.900. (2) The reactants are [CH3:1][N:2]1[CH2:7][CH2:6][N:5]([C:8]2[CH:13]=[CH:12][N:11]=[C:10]([NH2:14])[C:9]=2[N+:15]([O-])=O)[CH2:4][CH2:3]1. The catalyst is CO.[Pd]. The product is [CH3:1][N:2]1[CH2:3][CH2:4][N:5]([C:8]2[CH:13]=[CH:12][N:11]=[C:10]([NH2:14])[C:9]=2[NH2:15])[CH2:6][CH2:7]1. The yield is 0.890. (3) The reactants are C[O:2][C:3](=[O:37])[CH2:4][O:5][C:6]1[CH:15]=[CH:14][C:13]2[C:8](=[CH:9][CH:10]=[C:11]([CH2:16][NH:17][C:18]([C:20]3[CH:21]=[N:22][N:23]([C:29]4[CH:34]=[CH:33][C:32]([Cl:35])=[CH:31][CH:30]=4)[C:24]=3[C:25]([F:28])([F:27])[F:26])=[O:19])[CH:12]=2)[C:7]=1[Br:36].[OH-].[Na+].O. The catalyst is CO. The product is [Br:36][C:7]1[C:8]2[C:13](=[CH:12][C:11]([CH2:16][NH:17][C:18]([C:20]3[CH:21]=[N:22][N:23]([C:29]4[CH:34]=[CH:33][C:32]([Cl:35])=[CH:31][CH:30]=4)[C:24]=3[C:25]([F:26])([F:27])[F:28])=[O:19])=[CH:10][CH:9]=2)[CH:14]=[CH:15][C:6]=1[O:5][CH2:4][C:3]([OH:37])=[O:2]. The yield is 0.0830. (4) The reactants are C(OC(=O)[NH:7][CH2:8][C:9]1[CH:38]=[CH:37][C:12]2[N:13]([CH2:32][CH2:33][CH2:34][CH2:35][F:36])[C:14]([CH2:16][N:17]3[C:26]4[C:21](=[CH:22][CH:23]=[CH:24][CH:25]=4)[C:20](=[O:27])[N:19]([CH:28]4[CH2:30][CH2:29]4)[C:18]3=[O:31])=[N:15][C:11]=2[CH:10]=1)(C)(C)C.C(O)(C(F)(F)F)=O.C(Cl)(=O)C. The catalyst is C(Cl)Cl. The product is [NH2:7][CH2:8][C:9]1[CH:38]=[CH:37][C:12]2[N:13]([CH2:32][CH2:33][CH2:34][CH2:35][F:36])[C:14]([CH2:16][N:17]3[C:26]4[C:21](=[CH:22][CH:23]=[CH:24][CH:25]=4)[C:20](=[O:27])[N:19]([CH:28]4[CH2:30][CH2:29]4)[C:18]3=[O:31])=[N:15][C:11]=2[CH:10]=1. The yield is 1.00.